This data is from Catalyst prediction with 721,799 reactions and 888 catalyst types from USPTO. The task is: Predict which catalyst facilitates the given reaction. (1) Reactant: [N:1]([C:4](=[CH:10][C:11]1[CH:12]=[N:13][CH:14]=[CH:15][C:16]=1[O:17][CH3:18])[C:5]([O:7][CH2:8][CH3:9])=[O:6])=[N+]=[N-]. Product: [CH2:8]([O:7][C:5]([C:4]1[NH:1][C:12]2=[N:13][CH:14]=[CH:15][C:16]([O:17][CH3:18])=[C:11]2[CH:10]=1)=[O:6])[CH3:9]. The catalyst class is: 673. (2) Reactant: [Cl:1][C:2]1[C:7]([CH2:8][C:9]([O:11][CH3:12])=[O:10])=[C:6]([N:13]([CH3:15])[CH3:14])[N:5]=[C:4]([CH2:16][C:17]2[CH:22]=[CH:21][C:20]([NH:23][CH3:24])=[CH:19][CH:18]=2)[N:3]=1.ON1C2C=CC=CC=2N=N1.C(N(CC)CC)C.[Cl:42][C:43]1[CH:51]=[CH:50][C:46]([C:47](O)=[O:48])=[CH:45][CH:44]=1. Product: [Cl:1][C:2]1[C:7]([CH2:8][C:9]([O:11][CH3:12])=[O:10])=[C:6]([N:13]([CH3:14])[CH3:15])[N:5]=[C:4]([CH2:16][C:17]2[CH:22]=[CH:21][C:20]([N:23]([C:47](=[O:48])[C:46]3[CH:50]=[CH:51][C:43]([Cl:42])=[CH:44][CH:45]=3)[CH3:24])=[CH:19][CH:18]=2)[N:3]=1. The catalyst class is: 25. (3) Reactant: [I:1][C:2]1[C:3]([C:7]2[CH:12]=[CH:11][CH:10]=[C:9]([N+:13]([O-:15])=[O:14])[CH:8]=2)=[N:4][NH:5][CH:6]=1.[C:16](=[O:19])([O-])[O-].[Cs+].[Cs+].[Cl-].O. Product: [I:1][C:2]1[C:3]([C:7]2[CH:12]=[CH:11][CH:10]=[C:9]([N+:13]([O-:15])=[O:14])[CH:8]=2)=[N:4][N:5]([CH2:3][C:7]2[CH:12]=[CH:11][C:10]([O:19][CH3:16])=[CH:9][CH:8]=2)[CH:6]=1. The catalyst class is: 9. (4) Reactant: [CH3:1][C@@H:2]1[N:7]([C:8]2[CH:13]=[CH:12][C:11]([C:14]([OH:20])([CH3:19])[C:15]([F:18])([F:17])[F:16])=[CH:10][CH:9]=2)[CH2:6][CH2:5][N:4](C(OC(C)(C)C)=O)[CH2:3]1.CCOC(C)=O.[ClH:34]. The catalyst class is: 12. Product: [ClH:34].[ClH:34].[F:18][C:15]([F:16])([F:17])[C:14]([C:11]1[CH:10]=[CH:9][C:8]([N:7]2[CH2:6][CH2:5][NH:4][CH2:3][C@@H:2]2[CH3:1])=[CH:13][CH:12]=1)([OH:20])[CH3:19]. (5) Reactant: [CH3:1][N:2]1[C:6]([C:7]2[S:11][C:10]([S:12](Cl)(=[O:14])=[O:13])=[CH:9][CH:8]=2)=[CH:5][C:4]([C:16]([F:19])([F:18])[F:17])=[N:3]1.[CH3:20][O:21][C:22]1[CH:28]=[C:27]([N+:29]([O-:31])=[O:30])[CH:26]=[CH:25][C:23]=1[NH2:24].N1C=CC=CC=1. Product: [CH3:20][O:21][C:22]1[CH:28]=[C:27]([N+:29]([O-:31])=[O:30])[CH:26]=[CH:25][C:23]=1[NH:24][S:12]([C:10]1[S:11][C:7]([C:6]2[N:2]([CH3:1])[N:3]=[C:4]([C:16]([F:19])([F:18])[F:17])[CH:5]=2)=[CH:8][CH:9]=1)(=[O:14])=[O:13]. The catalyst class is: 2.